From a dataset of Full USPTO retrosynthesis dataset with 1.9M reactions from patents (1976-2016). Predict the reactants needed to synthesize the given product. (1) Given the product [CH3:1][CH:2]([N:34]([CH3:42])[C:35]([O:37][C:38]([CH3:41])([CH3:40])[CH3:39])=[O:36])[CH2:3][NH:4][C@H:5]([CH2:26][C:27]1[CH:32]=[CH:31][C:30]([Cl:33])=[CH:29][CH:28]=1)[C:6]([NH:8][N:9]1[CH2:13][CH2:12][C@H:11]([N:14]([CH:20]2[CH2:25][CH2:24][CH2:23][CH2:22][CH2:21]2)[C:15](=[O:19])[CH:16]([CH3:17])[CH3:18])[CH2:10]1)=[O:7], predict the reactants needed to synthesize it. The reactants are: [CH3:1][CH:2]([NH:34][C:35]([O:37][C:38]([CH3:41])([CH3:40])[CH3:39])=[O:36])[CH2:3][NH:4][C@H:5]([CH2:26][C:27]1[CH:32]=[CH:31][C:30]([Cl:33])=[CH:29][CH:28]=1)[C:6]([NH:8][N:9]1[CH2:13][CH2:12][C@H:11]([N:14]([CH:20]2[CH2:25][CH2:24][CH2:23][CH2:22][CH2:21]2)[C:15](=[O:19])[CH:16]([CH3:18])[CH3:17])[CH2:10]1)=[O:7].[CH3:42]I. (2) Given the product [CH2:4]([O:6][C:7](=[O:16])[CH2:8][CH:9]1[CH2:14][CH2:13][CH2:12][CH2:11][C:10]1=[CH2:17])[CH3:5], predict the reactants needed to synthesize it. The reactants are: [Br-].[H-].[Na+].[CH2:4]([O:6][C:7](=[O:16])[CH2:8][CH:9]1[CH2:14][CH2:13][CH2:12][CH2:11][C:10]1=O)[CH3:5].[CH3:17]N(C=O)C. (3) Given the product [Cl:23][C:20]1[CH:21]=[C:22]2[C:17]([CH:16]=[CH:15][N:14]=[C:13]2[C:5]2[CH:4]=[C:3]([CH:1]=[O:2])[S:7][C:6]=2[CH3:8])=[CH:18][CH:19]=1, predict the reactants needed to synthesize it. The reactants are: [CH:1]([C:3]1[S:7][C:6]([CH3:8])=[C:5](B(O)O)[CH:4]=1)=[O:2].Br[C:13]1[C:22]2[C:17](=[CH:18][CH:19]=[C:20]([Cl:23])[CH:21]=2)[CH:16]=[CH:15][N:14]=1.C(=O)([O-])[O-].[K+].[K+].C(=O)(O)[O-].[Na+]. (4) The reactants are: [C:1]([O:5][C:6](=[O:15])[NH:7][CH2:8][CH:9]1[CH2:14][CH2:13][NH:12][CH2:11][CH2:10]1)([CH3:4])([CH3:3])[CH3:2].[C:16](Cl)(=[O:27])[O:17][CH2:18][C:19]1[CH:24]=[C:23]([Cl:25])[CH:22]=[C:21]([Cl:26])[CH:20]=1.C(=O)(O)[O-].[Na+]. Given the product [C:1]([O:5][C:6]([NH:7][CH2:8][CH:9]1[CH2:10][CH2:11][N:12]([C:16]([O:17][CH2:18][C:19]2[CH:20]=[C:21]([Cl:26])[CH:22]=[C:23]([Cl:25])[CH:24]=2)=[O:27])[CH2:13][CH2:14]1)=[O:15])([CH3:4])([CH3:2])[CH3:3], predict the reactants needed to synthesize it. (5) Given the product [CH3:21][O:15][C:14](=[O:16])[C:13]1[CH:17]=[C:18]([O:20][S:2]([CH3:1])(=[O:4])=[O:3])[N:19]=[C:11]([NH:10][CH:6]([CH2:8][CH3:9])[CH3:7])[CH:12]=1, predict the reactants needed to synthesize it. The reactants are: [CH3:1][S:2](Cl)(=[O:4])=[O:3].[CH:6]([NH:10][C:11]1[CH:12]=[C:13]([CH:17]=[C:18]([OH:20])[N:19]=1)[C:14]([OH:16])=[O:15])([CH2:8][CH3:9])[CH3:7].[CH2:21](N(CC)CC)C. (6) Given the product [F:1][C:2]1[CH:7]=[CH:6][C:5]([C:8]2[C:12]([CH2:13][OH:14])=[C:11]([C:16]([F:18])([F:17])[F:19])[O:10][N:9]=2)=[CH:4][CH:3]=1, predict the reactants needed to synthesize it. The reactants are: [F:1][C:2]1[CH:7]=[CH:6][C:5]([C:8]2[C:12]([C:13](O)=[O:14])=[C:11]([C:16]([F:19])([F:18])[F:17])[O:10][N:9]=2)=[CH:4][CH:3]=1.C1(C2C(C(O)=O)=C(C(F)(F)F)ON=2)C=CC=CC=1. (7) The reactants are: [F:1][C:2]([F:30])([F:29])[C:3]1[CH:4]=[C:5]([C@H:13]2[O:17][C:16](=[O:18])[N:15]([CH2:19][C:20]3[C:25](Br)=[CH:24][CH:23]=[C:22]([Cl:27])[N:21]=3)[C@H:14]2[CH3:28])[CH:6]=[C:7]([C:9]([F:12])([F:11])[F:10])[CH:8]=1.C(=O)([O-])[O-].[K+].[K+].[F:37][C:38]1[C:43]([CH:44]([CH3:46])[CH3:45])=[CH:42][C:41](B(O)O)=[C:40]([O:50][CH3:51])[CH:39]=1. Given the product [F:1][C:2]([F:30])([F:29])[C:3]1[CH:4]=[C:5]([C@H:13]2[O:17][C:16](=[O:18])[N:15]([CH2:19][C:20]3[C:25]([C:41]4[CH:42]=[C:43]([CH:44]([CH3:46])[CH3:45])[C:38]([F:37])=[CH:39][C:40]=4[O:50][CH3:51])=[CH:24][CH:23]=[C:22]([Cl:27])[N:21]=3)[C@H:14]2[CH3:28])[CH:6]=[C:7]([C:9]([F:12])([F:11])[F:10])[CH:8]=1, predict the reactants needed to synthesize it. (8) Given the product [NH2:1][CH2:2][CH2:3][NH:4][C:5]1[C:6]2[CH:14]=[CH:13][NH:12][C:7]=2[N:8]=[C:9]([NH:15][C:16]2[CH:17]=[CH:18][C:19]([N:22]([CH3:26])[C:23](=[O:25])[CH3:24])=[CH:20][CH:21]=2)[N:10]=1, predict the reactants needed to synthesize it. The reactants are: [NH2:1][CH2:2][CH2:3][NH:4][C:5]1[C:6]2[CH:14]=[CH:13][NH:12][C:7]=2[N:8]=[C:9](Cl)[N:10]=1.[NH2:15][C:16]1[CH:21]=[CH:20][C:19]([N:22]([CH3:26])[C:23](=[O:25])[CH3:24])=[CH:18][CH:17]=1.C[Si](Cl)(C)C. (9) Given the product [C:1]([NH:4][CH:5]([CH2:60][C:61]1[CH:62]=[CH:63][C:64]([OH:67])=[CH:65][CH:66]=1)[C:6]([NH:8][CH:9]([CH2:52][C:53]1[CH:58]=[CH:57][C:56]([F:59])=[CH:55][CH:54]=1)[C:10]([N:12]1[CH2:17][C:16](=[O:18])[N:15]([CH2:19][CH2:20][C:21]2[CH:30]=[CH:29][C:28]3[C:23](=[CH:24][CH:25]=[CH:26][CH:27]=3)[CH:22]=2)[CH2:14][CH:13]1[CH2:31][CH2:32][CH2:33][NH:34][C:35]([NH2:44])=[NH:36])=[O:11])=[O:7])(=[O:3])[CH3:2], predict the reactants needed to synthesize it. The reactants are: [C:1]([NH:4][CH:5]([CH2:60][C:61]1[CH:66]=[CH:65][C:64]([OH:67])=[CH:63][CH:62]=1)[C:6]([NH:8][CH:9]([CH2:52][C:53]1[CH:58]=[CH:57][C:56]([F:59])=[CH:55][CH:54]=1)[C:10]([N:12]1[CH2:17][C:16](=[O:18])[N:15]([CH2:19][CH2:20][C:21]2[CH:30]=[CH:29][C:28]3[C:23](=[CH:24][CH:25]=[CH:26][CH:27]=3)[CH:22]=2)[CH2:14][CH:13]1[CH2:31][CH2:32][CH2:33][NH:34][C:35]([NH:44]C(OC(C)(C)C)=O)=[N:36]C(OC(C)(C)C)=O)=[O:11])=[O:7])(=[O:3])[CH3:2].FC(F)(F)C(O)=O. (10) Given the product [Br:1][C:2]1[C:3]([S:8][CH2:10][CH2:11][CH2:12][Cl:13])=[N:4][CH:5]=[CH:6][CH:7]=1, predict the reactants needed to synthesize it. The reactants are: [Br:1][C:2]1[C:3]([SH:8])=[N:4][CH:5]=[CH:6][CH:7]=1.Br[CH2:10][CH2:11][CH2:12][Cl:13].C([O-])([O-])=O.[K+].[K+].